Task: Predict the reactants needed to synthesize the given product.. Dataset: Full USPTO retrosynthesis dataset with 1.9M reactions from patents (1976-2016) (1) Given the product [C:22]([O:26][C:27]([N:29]1[CH2:34][CH2:33][N:32]([C:4](=[O:21])[CH2:5][C:6]2[N:7]=[C:8]([NH:11][C:12](=[O:20])[C:13]3[CH:14]=[CH:15][C:16]([Cl:19])=[CH:17][CH:18]=3)[S:9][CH:10]=2)[CH2:31][CH2:30]1)=[O:28])([CH3:25])([CH3:23])[CH3:24], predict the reactants needed to synthesize it. The reactants are: C(O[C:4](=[O:21])[CH2:5][C:6]1[N:7]=[C:8]([NH:11][C:12](=[O:20])[C:13]2[CH:18]=[CH:17][C:16]([Cl:19])=[CH:15][CH:14]=2)[S:9][CH:10]=1)C.[C:22]([O:26][C:27]([N:29]1[CH2:34][CH2:33][NH:32][CH2:31][CH2:30]1)=[O:28])([CH3:25])([CH3:24])[CH3:23]. (2) Given the product [N:1]1([C:6]2[C:7]3[NH:14][CH:13]=[C:12]([C:15]([OH:17])=[O:16])[C:8]=3[N:9]=[CH:10][N:11]=2)[CH:5]=[CH:4][CH:3]=[N:2]1, predict the reactants needed to synthesize it. The reactants are: [N:1]1([C:6]2[C:7]3[NH:14][CH:13]=[C:12]([C:15]([O:17]CC)=[O:16])[C:8]=3[N:9]=[CH:10][N:11]=2)[CH:5]=[CH:4][CH:3]=[N:2]1.O[Li].O.CO. (3) Given the product [N:1]([C:2]1[CH:7]=[CH:6][C:5]([N:8]2[CH2:12][CH:11]([CH2:13][NH:14][C:15](=[O:18])[O:16][CH3:17])[O:10][C:9]2=[O:19])=[CH:4][C:3]=1[F:20])=[N+:22]=[N-:23], predict the reactants needed to synthesize it. The reactants are: [NH2:1][C:2]1[CH:7]=[CH:6][C:5]([N:8]2[CH2:12][CH:11]([CH2:13][NH:14][C:15](=[O:18])[O:16][CH3:17])[O:10][C:9]2=[O:19])=[CH:4][C:3]=1[F:20].[Na].[N-:22]=[N+:23]=[N-].[Na+].C([O-])(=O)C.[Na+]. (4) Given the product [CH3:1][O:2][C:3]1[N:8]=[C:7]2[CH:9]=[CH:10][N:11]([C:17]([O:16][C:13]([CH3:15])([CH3:14])[CH3:12])=[O:18])[C:6]2=[CH:5][CH:4]=1, predict the reactants needed to synthesize it. The reactants are: [CH3:1][O:2][C:3]1[N:8]=[C:7]2[CH:9]=[CH:10][NH:11][C:6]2=[CH:5][CH:4]=1.[CH3:12][C:13]([O:16][C:17](O[C:17]([O:16][C:13]([CH3:15])([CH3:14])[CH3:12])=[O:18])=[O:18])([CH3:15])[CH3:14].CCN(CC)CC. (5) Given the product [Br:12][C:13]1[C:14]([CH2:21][OH:22])=[N:15][C:16]([S:19][CH3:20])=[N:17][CH:18]=1, predict the reactants needed to synthesize it. The reactants are: CN(C=O)C.C(Cl)(=O)C(Cl)=O.[Br:12][C:13]1[C:14]([C:21](O)=[O:22])=[N:15][C:16]([S:19][CH3:20])=[N:17][CH:18]=1.[BH4-].[Na+]. (6) The reactants are: [C:1]([O:5][C:6]([N:8]1[CH2:13][CH2:12][CH:11]([CH2:14][CH2:15]/[CH:16]=[CH:17]/[C:18]2[CH:23]=[CH:22][C:21]([C:24]([O:26][CH3:27])=[O:25])=[CH:20][CH:19]=2)[CH2:10][CH2:9]1)=[O:7])([CH3:4])([CH3:3])[CH3:2]. Given the product [C:1]([O:5][C:6]([N:8]1[CH2:13][CH2:12][CH:11]([CH2:14][CH2:15][CH2:16][CH2:17][C:18]2[CH:23]=[CH:22][C:21]([C:24]([O:26][CH3:27])=[O:25])=[CH:20][CH:19]=2)[CH2:10][CH2:9]1)=[O:7])([CH3:4])([CH3:3])[CH3:2], predict the reactants needed to synthesize it. (7) Given the product [NH2:8][C:9]1[C:18]([F:19])=[CH:17][C:12]([C:13]([O:15][CH3:16])=[O:14])=[C:11]([Br:20])[CH:10]=1, predict the reactants needed to synthesize it. The reactants are: C([NH:8][C:9]1[C:18]([F:19])=[CH:17][C:12]([C:13]([O:15][CH3:16])=[O:14])=[C:11]([Br:20])[CH:10]=1)C1C=CC=CC=1.[H][H].